This data is from Catalyst prediction with 721,799 reactions and 888 catalyst types from USPTO. The task is: Predict which catalyst facilitates the given reaction. Reactant: [NH:1]1[C:9]2[C:4](=[C:5]([NH:10][C:11]3[N:23]=[CH:22][C:21]([CH:24]4[CH2:26][CH2:25]4)=[CH:20][C:12]=3[C:13]([O:15][C:16]([CH3:19])([CH3:18])[CH3:17])=[O:14])[CH:6]=[CH:7][CH:8]=2)[CH:3]=[CH:2]1.CC(C)([O-])C.[K+].Br[CH2:34][CH:35]1[CH2:40][CH2:39][CH2:38][CH2:37][O:36]1.O. Product: [CH:24]1([C:21]2[CH:22]=[N:23][C:11]([NH:10][C:5]3[CH:6]=[CH:7][CH:8]=[C:9]4[C:4]=3[CH:3]=[CH:2][N:1]4[CH2:34][CH:35]3[CH2:40][CH2:39][CH2:38][CH2:37][O:36]3)=[C:12]([CH:20]=2)[C:13]([O:15][C:16]([CH3:18])([CH3:19])[CH3:17])=[O:14])[CH2:26][CH2:25]1. The catalyst class is: 42.